Dataset: Full USPTO retrosynthesis dataset with 1.9M reactions from patents (1976-2016). Task: Predict the reactants needed to synthesize the given product. Given the product [C:1]([C:5]1[CH:6]=[CH:7][C:8]([CH2:9][NH:10][C:11]([N:12]([CH3:13])[CH3:14])=[O:15])=[C:16]([CH:17]=1)[C:23]([OH:25])=[O:24])([CH3:4])([CH3:2])[CH3:3], predict the reactants needed to synthesize it. The reactants are: [C:1]([C:5]1[CH:17]=[CH:16][C:8]([CH2:9][NH:10][C:11](=[O:15])[N:12]([CH3:14])[CH3:13])=[CH:7][CH:6]=1)([CH3:4])([CH3:3])[CH3:2].C([Li])(C)(C)C.[C:23](=[O:25])=[O:24].